Task: Binary Classification. Given a drug SMILES string, predict its activity (active/inactive) in a high-throughput screening assay against a specified biological target.. Dataset: Choline transporter screen with 302,306 compounds (1) The molecule is Clc1c(NC(=O)CN(CC(=O)Nc2c([N+]([O-])=O)cccc2)C)cccc1. The result is 0 (inactive). (2) The compound is Fc1cc(NC(=O)CCN2CC(CCC2)C)ccc1F. The result is 0 (inactive). (3) The result is 0 (inactive). The compound is S(=O)(=O)(NNc1ccccc1)c1ccc(cc1)C. (4) The molecule is S(c1n(c(nn1)c1occc1)C)CC(=O)Nc1ccc(OC)cc1. The result is 0 (inactive). (5) The compound is O=C(CN1CCCCC1)c1c(n(Cc2ccccc2)c(=O)n(c1=O)C)N. The result is 0 (inactive). (6) The compound is s1c2c(nc1NC(=O)c1ccc(NC(=O)C3OCCC3)cc1)ccc(OC)c2. The result is 0 (inactive). (7) The molecule is S(CC(=O)N1N=C/2C(C1c1ccccc1)CCCC2=C\c1ccccc1)c1[nH]ncn1. The result is 0 (inactive).